Dataset: Catalyst prediction with 721,799 reactions and 888 catalyst types from USPTO. Task: Predict which catalyst facilitates the given reaction. (1) Product: [CH3:1][C:2]1[CH:3]=[CH:4][C:5]([S:8]([O:11][CH2:12][CH:13]2[CH2:18][O:17][C:16]3[CH:19]=[CH:20][C:21]4[O:25][CH:24]=[CH:23][C:22]=4[C:15]=3[O:14]2)(=[O:10])=[O:9])=[CH:6][CH:7]=1. Reactant: [CH3:1][C:2]1[CH:7]=[CH:6][C:5]([S:8]([O:11][CH2:12][C@H:13]2[CH2:18][O:17][C:16]3[CH:19]=[CH:20][C:21]4[O:25][CH2:24][CH2:23][C:22]=4[C:15]=3[O:14]2)(=[O:10])=[O:9])=[CH:4][CH:3]=1.ClC1C(=O)C(C#N)=C(C#N)C(=O)C=1Cl. The catalyst class is: 48. (2) Reactant: [Cl:1][C:2]1[CH:7]=[CH:6][C:5]([CH2:8][NH:9][C:10]([C:12]2[NH:13][C:14]3[C:19]([CH:20]=2)=[CH:18][C:17]([NH:21][C:22]([C@@H:24]2[CH2:29][CH2:28][CH2:27][CH2:26][N:25]2C(OC(C)(C)C)=O)=[O:23])=[CH:16][CH:15]=3)=[O:11])=[C:4]([F:37])[C:3]=1[O:38][C:39]1[CH:44]=[C:43]([C:45]#[N:46])[CH:42]=[C:41]([Cl:47])[CH:40]=1.[F:48][C:49]([F:54])([F:53])[C:50]([OH:52])=[O:51]. Product: [F:48][C:49]([F:54])([F:53])[C:50]([OH:52])=[O:51].[Cl:1][C:2]1[CH:7]=[CH:6][C:5]([CH2:8][NH:9][C:10]([C:12]2[NH:13][C:14]3[C:19]([CH:20]=2)=[CH:18][C:17]([NH:21][C:22]([C@@H:24]2[CH2:29][CH2:28][CH2:27][CH2:26][NH:25]2)=[O:23])=[CH:16][CH:15]=3)=[O:11])=[C:4]([F:37])[C:3]=1[O:38][C:39]1[CH:44]=[C:43]([C:45]#[N:46])[CH:42]=[C:41]([Cl:47])[CH:40]=1. The catalyst class is: 4.